Regression/Classification. Given a drug SMILES string, predict its absorption, distribution, metabolism, or excretion properties. Task type varies by dataset: regression for continuous measurements (e.g., permeability, clearance, half-life) or binary classification for categorical outcomes (e.g., BBB penetration, CYP inhibition). For this dataset (lipophilicity_astrazeneca), we predict Y. From a dataset of Experimental lipophilicity measurements (octanol/water distribution) for 4,200 compounds from AstraZeneca. (1) The Y is 2.65 logD. The compound is Nc1n[nH]cc1-c1cc(C(F)(F)F)ccc1Oc1cc(F)c(S(=O)(=O)Nc2cscn2)cc1Cl. (2) The Y is 1.70 logD. The molecule is CC1=NC(C)(c2cccc(-c3cccnc3)c2)N=C1N.